From a dataset of Reaction yield outcomes from USPTO patents with 853,638 reactions. Predict the reaction yield, written as a fraction of the theoretical maximum amount of product (1.0 means a 100% yield; for example, 0.34 means a 34% yield). (1) The reactants are [C:1]1([C:13]2[C:14](=[O:33])[NH:15][C:16](=[O:32])[C:17]=2[C:18]2[C:26]3[C:21](=[CH:22][CH:23]=[CH:24][CH:25]=3)[N:20]([CH2:27][CH2:28][CH2:29][CH2:30]O)[CH:19]=2)[C:11]2=[C:12]3[C:7](=[CH:8][CH:9]=[CH:10]2)[CH2:6][CH2:5][CH2:4][N:3]3[CH:2]=1.C1(P(C2C=CC=CC=2)C2C=CC=CC=2)C=CC=CC=1.C(Br)(Br)(Br)[Br:54]. The catalyst is ClCCl. The product is [Br:54][CH2:30][CH2:29][CH2:28][CH2:27][N:20]1[C:21]2[C:26](=[CH:25][CH:24]=[CH:23][CH:22]=2)[C:18]([C:17]2[C:16](=[O:32])[NH:15][C:14](=[O:33])[C:13]=2[C:1]2[C:11]3=[C:12]4[C:7](=[CH:8][CH:9]=[CH:10]3)[CH2:6][CH2:5][CH2:4][N:3]4[CH:2]=2)=[CH:19]1. The yield is 0.800. (2) The product is [NH2:42][C:40]1[S:41][CH:2]=[C:3]([C:5]2[CH:6]=[C:7]([CH:11]([OH:32])[C:12]3[CH:31]=[CH:30][C:15]([CH2:16][O:17][C:18]4[CH:23]=[CH:22][C:21]([C:24](=[O:27])[CH2:25][CH3:26])=[C:20]([OH:28])[C:19]=4[CH3:29])=[CH:14][CH:13]=3)[CH:8]=[CH:9][CH:10]=2)[N:39]=1. The catalyst is C(O)C. The yield is 0.520. The reactants are Cl[CH2:2][C:3]([C:5]1[CH:6]=[C:7]([CH:11]([O:32]C2CCCCO2)[C:12]2[CH:31]=[CH:30][C:15]([CH2:16][O:17][C:18]3[CH:23]=[CH:22][C:21]([C:24](=[O:27])[CH2:25][CH3:26])=[C:20]([OH:28])[C:19]=3[CH3:29])=[CH:14][CH:13]=2)[CH:8]=[CH:9][CH:10]=1)=O.[NH2:39][C:40]([NH2:42])=[S:41].C1(C)C=CC(S(O)(=O)=O)=CC=1.